From a dataset of Peptide-MHC class I binding affinity with 185,985 pairs from IEDB/IMGT. Regression. Given a peptide amino acid sequence and an MHC pseudo amino acid sequence, predict their binding affinity value. This is MHC class I binding data. (1) The peptide sequence is SPREECGVF. The MHC is HLA-B18:01 with pseudo-sequence HLA-B18:01. The binding affinity (normalized) is 0.0847. (2) The binding affinity (normalized) is 0.0847. The peptide sequence is MPIAAAIGT. The MHC is HLA-B15:01 with pseudo-sequence HLA-B15:01. (3) The peptide sequence is TIIERSKKFI. The MHC is HLA-A02:01 with pseudo-sequence HLA-A02:01. The binding affinity (normalized) is 0.00943. (4) The peptide sequence is FLIVSLCPTK. The MHC is HLA-A33:01 with pseudo-sequence HLA-A33:01. The binding affinity (normalized) is 0.111. (5) The peptide sequence is VYERQPCWY. The MHC is HLA-A01:01 with pseudo-sequence HLA-A01:01. The binding affinity (normalized) is 0.122. (6) The peptide sequence is RLRPGGKKK. The MHC is HLA-A03:01 with pseudo-sequence HLA-A03:01. The binding affinity (normalized) is 0.624. (7) The peptide sequence is DSKGISHFY. The MHC is HLA-A68:02 with pseudo-sequence HLA-A68:02. The binding affinity (normalized) is 0.323.